From a dataset of Forward reaction prediction with 1.9M reactions from USPTO patents (1976-2016). Predict the product of the given reaction. (1) Given the reactants [CH:1](/[Mg]Br)=[CH:2]\[CH3:3].[C:6]([C:14]1[CH:19]=[CH:18][CH:17]=[CH:16][CH:15]=1)(=[O:13])[C:7]1[CH:12]=[CH:11]C=CC=1.C(O)(=[O:22])C.[Cl-].[Na+].[Cl-].[NH4+].[C:28]1(C)C=C[CH:31]=[CH:30][CH:29]=1, predict the reaction product. The product is: [CH2:2]([CH:3]1[CH:15]=[C:14]2[C:6](=[O:13])[CH:7]([C:16](=[O:22])[CH2:17][CH2:18][CH2:19]2)[CH:12]1[CH3:11])[CH2:1][CH2:28][CH2:29][CH2:30][CH3:31]. (2) Given the reactants Cl[C:2]1[C:3]([N:16]2[CH2:21][CH2:20][N:19]([CH3:22])[CH2:18][CH2:17]2)=[N:4][C:5]2[C:10]([N:11]=1)=[CH:9][C:8]([C:12]([F:15])([F:14])[F:13])=[CH:7][CH:6]=2.O.[NH2:24][NH2:25], predict the reaction product. The product is: [NH:24]([C:2]1[C:3]([N:16]2[CH2:21][CH2:20][N:19]([CH3:22])[CH2:18][CH2:17]2)=[N:4][C:5]2[C:10]([N:11]=1)=[CH:9][C:8]([C:12]([F:15])([F:14])[F:13])=[CH:7][CH:6]=2)[NH2:25]. (3) Given the reactants [OH:1][C:2]1[C:7]([CH2:8][CH2:9][CH3:10])=[C:6]([OH:11])[CH:5]=[CH:4][C:3]=1[C:12](=[O:14])[CH3:13].[H-].[Na+].Br[CH2:18][C:19]1[CH:24]=[CH:23][C:22]([S:25]([NH:28][C:29]2[CH:34]=[CH:33][CH:32]=[C:31]([C:35]#[N:36])[CH:30]=2)(=[O:27])=[O:26])=[CH:21][CH:20]=1, predict the reaction product. The product is: [C:12]([C:3]1[CH:4]=[CH:5][C:6]([O:11][CH2:18][C:19]2[CH:24]=[CH:23][C:22]([S:25]([NH:28][C:29]3[CH:34]=[CH:33][CH:32]=[C:31]([C:35]#[N:36])[CH:30]=3)(=[O:27])=[O:26])=[CH:21][CH:20]=2)=[C:7]([CH2:8][CH2:9][CH3:10])[C:2]=1[OH:1])(=[O:14])[CH3:13]. (4) Given the reactants [Cl:1][C:2]1[CH:7]=[CH:6][C:5]([C:8]2[S:12][C:11]([C:13]([NH2:15])=[O:14])=[N:10][C:9]=2[C:16]2[CH:21]=[CH:20][C:19]([Cl:22])=[CH:18][C:17]=2[Cl:23])=[CH:4][CH:3]=1.[H-].[Na+].[F:26][C:27]([F:33])([F:32])[CH2:28][CH2:29][CH2:30]Br, predict the reaction product. The product is: [Cl:1][C:2]1[CH:3]=[CH:4][C:5]([C:8]2[S:12][C:11]([C:13]([NH:15][CH2:30][CH2:29][CH2:28][C:27]([F:33])([F:32])[F:26])=[O:14])=[N:10][C:9]=2[C:16]2[CH:21]=[CH:20][C:19]([Cl:22])=[CH:18][C:17]=2[Cl:23])=[CH:6][CH:7]=1. (5) Given the reactants [Cl:1][C:2]1[N:7]=[CH:6][C:5]([S:8]([C:11]2[S:15][C:14]([CH2:16][N:17](C)[C:18](=O)OC(C)(C)C)=[N:13][C:12]=2[C:26]2[C:27]([F:32])=[N:28][CH:29]=[CH:30][CH:31]=2)(=[O:10])=[O:9])=[CH:4][CH:3]=1.C(OCC)(=O)C.C(OCC)(=O)C.Cl, predict the reaction product. The product is: [ClH:1].[Cl:1][C:2]1[N:7]=[CH:6][C:5]([S:8]([C:11]2[S:15][C:14]([CH2:16][NH:17][CH3:18])=[N:13][C:12]=2[C:26]2[C:27]([F:32])=[N:28][CH:29]=[CH:30][CH:31]=2)(=[O:9])=[O:10])=[CH:4][CH:3]=1. (6) Given the reactants [CH3:1][C:2]1[CH:6]=[C:5]([CH2:7][C:8]([OH:10])=[O:9])[O:4][N:3]=1.[CH3:11][CH2:12]O.OS(O)(=O)=O, predict the reaction product. The product is: [CH3:1][C:2]1[CH:6]=[C:5]([CH2:7][C:8]([O:10][CH2:11][CH3:12])=[O:9])[O:4][N:3]=1. (7) Given the reactants [Br:1][C:2]1[CH:7]=[C:6]([F:8])[C:5]([OH:9])=[C:4]([F:10])[CH:3]=1.[CH3:11][S:12]([CH2:15][CH2:16][CH2:17]OS(C)(=O)=O)(=[O:14])=[O:13].C(=O)([O-])[O-].[Cs+].[Cs+], predict the reaction product. The product is: [Br:1][C:2]1[CH:7]=[C:6]([F:8])[C:5]([O:9][CH2:17][CH2:16][CH2:15][S:12]([CH3:11])(=[O:14])=[O:13])=[C:4]([F:10])[CH:3]=1. (8) Given the reactants [C:1]([NH:8][CH2:9][CH2:10][CH2:11][CH2:12][CH2:13][C:14]([OH:16])=[O:15])([O:3][C:4]([CH3:7])([CH3:6])[CH3:5])=[O:2].S(Cl)(O[CH2:21][Cl:22])(=O)=O, predict the reaction product. The product is: [Cl:22][CH2:21][O:15][C:14](=[O:16])[CH2:13][CH2:12][CH2:11][CH2:10][CH2:9][NH:8][C:1]([O:3][C:4]([CH3:6])([CH3:7])[CH3:5])=[O:2]. (9) Given the reactants C(O[C:6](=O)[N:7]([CH2:9][C:10]1[CH:15]=[CH:14][CH:13]=[CH:12][C:11]=1[C:16]1[CH:21]=[CH:20][C:19]([O:22][C:23]2[CH:28]=[CH:27][C:26]([S:29]([NH:32][C:33]3[S:34][CH:35]=[CH:36][N:37]=3)(=[O:31])=[O:30])=[CH:25][C:24]=2[C:38]#[N:39])=[C:18]([C:40]2[N:44]([CH3:45])[N:43]=[CH:42][CH:41]=2)[CH:17]=1)C)(C)(C)C.[F:47][C:48]([F:53])([F:52])[C:49]([OH:51])=[O:50], predict the reaction product. The product is: [F:47][C:48]([F:53])([F:52])[C:49]([OH:51])=[O:50].[C:38]([C:24]1[CH:25]=[C:26]([S:29]([NH:32][C:33]2[S:34][CH:35]=[CH:36][N:37]=2)(=[O:30])=[O:31])[CH:27]=[CH:28][C:23]=1[O:22][C:19]1[CH:20]=[CH:21][C:16]([C:11]2[CH:12]=[CH:13][CH:14]=[CH:15][C:10]=2[CH2:9][NH:7][CH3:6])=[CH:17][C:18]=1[C:40]1[N:44]([CH3:45])[N:43]=[CH:42][CH:41]=1)#[N:39]. (10) Given the reactants [CH2:1]([OH:4])[C:2]#[CH:3].O=C1O[C@H]([C@H](CO)O)C([O-])=C1O.[Na+].[N:18]([CH2:21][C@@H:22]1[O:26][C:25](=[O:27])[N:24]([C:28]2[CH:33]=[CH:32][C:31]([N:34]3[CH:38]=[C:37]([CH3:39])[N:36]=[CH:35]3)=[C:30]([F:40])[CH:29]=2)[CH2:23]1)=[N+:19]=[N-:20], predict the reaction product. The product is: [F:40][C:30]1[CH:29]=[C:28]([N:24]2[CH2:23][C@H:22]([CH2:21][N:18]3[CH:3]=[C:2]([CH2:1][OH:4])[N:20]=[N:19]3)[O:26][C:25]2=[O:27])[CH:33]=[CH:32][C:31]=1[N:34]1[CH:38]=[C:37]([CH3:39])[N:36]=[CH:35]1.